This data is from Full USPTO retrosynthesis dataset with 1.9M reactions from patents (1976-2016). The task is: Predict the reactants needed to synthesize the given product. (1) The reactants are: [Br:1][C:2]1[CH:7]=[CH:6][C:5](N)=[CH:4][C:3]=1[O:9][CH3:10].Cl.C(=O)=O.N([O-])=O.[Na+].F[B-](F)(F)F.[H+].[B:25]1([B:25]2[O:29][C:28]([CH3:31])([CH3:30])[C:27]([CH3:33])([CH3:32])[O:26]2)[O:29][C:28]([CH3:31])([CH3:30])[C:27]([CH3:33])([CH3:32])[O:26]1.C(C1C=CC=C(C(C)C)C=1N1C=CN(C2C(C(C)C)=CC=CC=2C(C)C)C1=[ClH])(C)C. Given the product [Br:1][C:2]1[CH:7]=[CH:6][C:5]([B:25]2[O:29][C:28]([CH3:31])([CH3:30])[C:27]([CH3:33])([CH3:32])[O:26]2)=[CH:4][C:3]=1[O:9][CH3:10], predict the reactants needed to synthesize it. (2) Given the product [CH3:1][S:2]([O:23][CH2:22][CH2:21][CH2:20][C:14]1([O:13][Si:6]([C:9]([CH3:12])([CH3:11])[CH3:10])([CH3:8])[CH3:7])[CH2:19][CH2:18][CH2:17][CH2:16][CH2:15]1)(=[O:4])=[O:3], predict the reactants needed to synthesize it. The reactants are: [CH3:1][S:2](Cl)(=[O:4])=[O:3].[Si:6]([O:13][C:14]1([CH2:20][CH2:21][CH2:22][OH:23])[CH2:19][CH2:18][CH2:17][CH2:16][CH2:15]1)([C:9]([CH3:12])([CH3:11])[CH3:10])([CH3:8])[CH3:7].C(N(CC)CC)C. (3) The reactants are: [CH:1]([C:9]1[NH:13][C:12]2[CH:14]=[CH:15][CH:16]=[CH:17][C:11]=2[N:10]=1)=[CH:2][C:3]1[CH:8]=[CH:7][CH:6]=[CH:5][CH:4]=1.F[C:19]1[CH:24]=[C:23]([CH3:25])[CH:22]=[CH:21][N:20]=1.N1C=CC=CC=1N1C2C=CC=CC=2N=C1/C=C/C1C=CC=CC=1.[ClH:49]. Given the product [ClH:49].[CH3:25][C:23]1[CH:22]=[CH:21][N:20]=[C:19]([N:13]2[C:12]3[CH:14]=[CH:15][CH:16]=[CH:17][C:11]=3[N:10]=[C:9]2/[CH:1]=[CH:2]/[C:3]2[CH:4]=[CH:5][CH:6]=[CH:7][CH:8]=2)[CH:24]=1, predict the reactants needed to synthesize it.